Dataset: Full USPTO retrosynthesis dataset with 1.9M reactions from patents (1976-2016). Task: Predict the reactants needed to synthesize the given product. (1) Given the product [NH2:1][C:2]1[C:3]2[N:4]([C:8]([C@H:28]3[CH2:33][CH2:32][C@H:31]([CH2:34][OH:35])[CH2:30][CH2:29]3)=[N:9][C:10]=2[C:11]2[CH:20]=[C:19]3[C:14]([C:15]([CH3:27])=[CH:16][C:17]([C:21]4[CH:26]=[CH:25][CH:24]=[CH:23][CH:22]=4)=[N:18]3)=[CH:13][CH:12]=2)[CH:5]=[CH:6][N:7]=1.[CH3:56][C:36]1[CH:41]=[CH:40][C:39]([S:42]([O:45][CH3:57])(=[O:44])=[O:43])=[CH:38][CH:37]=1, predict the reactants needed to synthesize it. The reactants are: [NH2:1][C:2]1[C:3]2[N:4]([C:8]([C@H:28]3[CH2:33][CH2:32][C@H:31]([CH2:34][OH:35])[CH2:30][CH2:29]3)=[N:9][C:10]=2[C:11]2[CH:20]=[C:19]3[C:14]([C:15]([CH3:27])=[CH:16][C:17]([C:21]4[CH:26]=[CH:25][CH:24]=[CH:23][CH:22]=4)=[N:18]3)=[CH:13][CH:12]=2)[CH:5]=[CH:6][N:7]=1.[C:36]1([CH3:56])[CH:41]=[CH:40][C:39]([S:42]([O:45]S(C2C=CC(C)=CC=2)(=O)=O)(=[O:44])=[O:43])=[CH:38][CH:37]=1.[C:57](=O)(O)[O-].[Na+]. (2) Given the product [C:1]([C:3]1[CH:11]=[CH:10][C:6]([C:7]([NH:12][C:13]2[CH:17]=[CH:16][S:15][C:14]=2[C:18]([O:20][CH3:21])=[O:19])=[O:8])=[CH:5][CH:4]=1)#[N:2], predict the reactants needed to synthesize it. The reactants are: [C:1]([C:3]1[CH:11]=[CH:10][C:6]([C:7](Cl)=[O:8])=[CH:5][CH:4]=1)#[N:2].[NH2:12][C:13]1[CH:17]=[CH:16][S:15][C:14]=1[C:18]([O:20][CH3:21])=[O:19].C(N(CC)CC)C. (3) Given the product [OH:16][C:13]([C:10]1[CH:9]=[CH:8][C:7]([C:5]2[S:6][C:2]([NH:1][C:61]3[CH:62]=[CH:63][CH:64]=[C:65]([CH2:67][N:68]4[CH2:73][CH2:72][O:71][CH2:70][CH2:69]4)[N:66]=3)=[C:3]([C:17]([NH2:19])=[O:18])[N:4]=2)=[CH:12][CH:11]=1)([CH3:15])[CH3:14], predict the reactants needed to synthesize it. The reactants are: [NH2:1][C:2]1[S:6][C:5]([C:7]2[CH:12]=[CH:11][C:10]([C:13]([OH:16])([CH3:15])[CH3:14])=[CH:9][CH:8]=2)=[N:4][C:3]=1[C:17]([NH2:19])=[O:18].CC(C1C=C(C(C)C)C(C2C=CC=CC=2P(C2CCCCC2)C2CCCCC2)=C(C(C)C)C=1)C.C(=O)([O-])[O-].[K+].[K+].Br[C:61]1[N:66]=[C:65]([CH2:67][N:68]2[CH2:73][CH2:72][O:71][CH2:70][CH2:69]2)[CH:64]=[CH:63][CH:62]=1. (4) Given the product [CH3:1][O:2][C:3]1[C:12]([O:13][CH3:14])=[CH:11][CH:10]=[C:9]2[C:4]=1[CH2:5][CH2:6][CH:7]([NH:20][O:19][CH2:17][CH3:18])[CH2:8]2, predict the reactants needed to synthesize it. The reactants are: [CH3:1][O:2][C:3]1[C:12]([O:13][CH3:14])=[CH:11][CH:10]=[C:9]2[C:4]=1[CH2:5][CH2:6][C:7](=O)[CH2:8]2.Cl.[CH2:17]([O:19][NH2:20])[CH3:18].C([O-])([O-])=O.[Na+].[Na+]. (5) Given the product [Cl:25][C:26]1[S:30][C:29]([CH:31]=[CH:32][S:33]([NH:1][N:2]2[CH2:7][CH2:6][CH2:5][N:4]([C:8]3[CH:13]=[CH:12][C:11]([N:14]4[CH:18]=[CH:17][N:16]=[C:15]4[CH2:19][N:20]([CH3:21])[CH3:22])=[CH:10][C:9]=3[F:23])[C:3]2=[O:24])(=[O:35])=[O:34])=[CH:28][CH:27]=1, predict the reactants needed to synthesize it. The reactants are: [NH2:1][N:2]1[CH2:7][CH2:6][CH2:5][N:4]([C:8]2[CH:13]=[CH:12][C:11]([N:14]3[CH:18]=[CH:17][N:16]=[C:15]3[CH2:19][N:20]([CH3:22])[CH3:21])=[CH:10][C:9]=2[F:23])[C:3]1=[O:24].[Cl:25][C:26]1[S:30][C:29]([CH:31]=[CH:32][S:33](Cl)(=[O:35])=[O:34])=[CH:28][CH:27]=1. (6) Given the product [CH2:1]([N:8]1[CH2:13][CH2:12][N:11]([C:14]2[CH:23]=[CH:22][C:21]([N+:24]([O-:26])=[O:25])=[CH:20][C:15]=2[C:16]([O:18][CH3:19])=[O:17])[CH:10]([CH2:27][O:28][S:37]([CH3:36])(=[O:39])=[O:38])[CH2:9]1)[C:2]1[CH:3]=[CH:4][CH:5]=[CH:6][CH:7]=1, predict the reactants needed to synthesize it. The reactants are: [CH2:1]([N:8]1[CH2:13][CH2:12][N:11]([C:14]2[CH:23]=[CH:22][C:21]([N+:24]([O-:26])=[O:25])=[CH:20][C:15]=2[C:16]([O:18][CH3:19])=[O:17])[CH:10]([CH2:27][OH:28])[CH2:9]1)[C:2]1[CH:7]=[CH:6][CH:5]=[CH:4][CH:3]=1.C(N(CC)CC)C.[CH3:36][S:37](Cl)(=[O:39])=[O:38]. (7) Given the product [ClH:46].[O:3]1[C:8]2[CH:9]=[CH:10][C:11]([CH2:13][NH:14][CH:22]3[CH2:27][CH2:26][N:25]([CH2:28][CH2:29][N:30]4[C:39]5[C:34](=[CH:35][CH:36]=[C:37]([C:40]([NH:42][CH3:43])=[O:41])[CH:38]=5)[C:33]([CH3:44])=[CH:32][C:31]4=[O:45])[CH2:24][CH2:23]3)=[CH:12][C:7]=2[O:6][CH2:5][CH2:4]1, predict the reactants needed to synthesize it. The reactants are: CO.[O:3]1[C:8]2[CH:9]=[CH:10][C:11]([CH2:13][N:14]([CH:22]3[CH2:27][CH2:26][N:25]([CH2:28][CH2:29][N:30]4[C:39]5[C:34](=[CH:35][CH:36]=[C:37]([C:40]([NH:42][CH3:43])=[O:41])[CH:38]=5)[C:33]([CH3:44])=[CH:32][C:31]4=[O:45])[CH2:24][CH2:23]3)C(=O)OC(C)(C)C)=[CH:12][C:7]=2[O:6][CH2:5][CH2:4]1.[ClH:46].C(OCC)(=O)C. (8) The reactants are: Br[C:2]1[CH:3]=[N:4][N:5]([CH2:7][O:8][CH2:9][CH2:10][Si:11]([CH3:14])([CH3:13])[CH3:12])[CH:6]=1.CC1(C)C(C)(C)OB([C:23]2[CH2:32][CH2:31][C:26]3([O:30][CH2:29][CH2:28][O:27]3)[CH2:25][CH:24]=2)O1.[O-]P([O-])([O-])=O.[K+].[K+].[K+].C(Cl)Cl. Given the product [O:27]1[C:26]2([CH2:31][CH2:32][C:23]([C:2]3[CH:3]=[N:4][N:5]([CH2:7][O:8][CH2:9][CH2:10][Si:11]([CH3:14])([CH3:13])[CH3:12])[CH:6]=3)=[CH:24][CH2:25]2)[O:30][CH2:29][CH2:28]1, predict the reactants needed to synthesize it. (9) Given the product [NH2:26][C:25]1[C:20]2[C:19]([C:27]#[N:28])=[CH:18][N:17]([C@@H:13]3[C@@:14]([F:16])([CH3:15])[C@H:10]([OH:9])[CH:11]([CH2:29][OH:30])[O:12]3)[C:21]=2[N:22]=[CH:23][N:24]=1, predict the reactants needed to synthesize it. The reactants are: C([O:9][C@H:10]1[C@:14]([F:16])([CH3:15])[C@@H:13]([N:17]2[C:21]3[N:22]=[CH:23][N:24]=[C:25]([NH2:26])[C:20]=3[C:19]([C:27]#[N:28])=[CH:18]2)[O:12][CH:11]1[CH2:29][O:30]C(=O)C1C=CC=CC=1)(=O)C1C=CC=CC=1.N. (10) Given the product [C:15]1([O:14][CH2:13][CH2:12][CH2:11][N:4]2[C:5]3[C:10](=[CH:9][CH:8]=[CH:7][CH:6]=3)[C:2](/[CH:30]=[CH:31]/[C:32]3[CH:37]=[CH:36][CH:35]=[CH:34][CH:33]=3)=[C:3]2[C:25]([OH:27])=[O:26])[C:24]2[C:19](=[CH:20][CH:21]=[CH:22][CH:23]=2)[CH:18]=[CH:17][CH:16]=1, predict the reactants needed to synthesize it. The reactants are: Br[C:2]1[C:10]2[C:5](=[CH:6][CH:7]=[CH:8][CH:9]=2)[N:4]([CH2:11][CH2:12][CH2:13][O:14][C:15]2[C:24]3[C:19](=[CH:20][CH:21]=[CH:22][CH:23]=3)[CH:18]=[CH:17][CH:16]=2)[C:3]=1[C:25]([O:27]CC)=[O:26].[CH:30](/B(O)O)=[CH:31]\[C:32]1[CH:37]=[CH:36][CH:35]=[CH:34][CH:33]=1.C(COC)OC.[Li+].[OH-].